Dataset: Full USPTO retrosynthesis dataset with 1.9M reactions from patents (1976-2016). Task: Predict the reactants needed to synthesize the given product. (1) Given the product [OH:51][CH:49]1[C:46]2([CH2:48][CH2:47]2)[CH2:45][N:44]([CH2:43][CH2:42][CH2:41][O:1][C:2]2[CH:11]=[C:10]3[C:5]([C:6]([O:12][C:13]4[CH:14]=[CH:15][C:16]([NH:19][C:20]([C:22]5[C:23](=[O:35])[N:24]([C:29]6[CH:30]=[CH:31][CH:32]=[CH:33][CH:34]=6)[N:25]([CH3:28])[C:26]=5[CH3:27])=[O:21])=[N:17][CH:18]=4)=[CH:7][CH:8]=[N:9]3)=[CH:4][CH:3]=2)[CH2:50]1, predict the reactants needed to synthesize it. The reactants are: [OH:1][C:2]1[CH:11]=[C:10]2[C:5]([C:6]([O:12][C:13]3[CH:14]=[CH:15][C:16]([NH:19][C:20]([C:22]4[C:23](=[O:35])[N:24]([C:29]5[CH:34]=[CH:33][CH:32]=[CH:31][CH:30]=5)[N:25]([CH3:28])[C:26]=4[CH3:27])=[O:21])=[N:17][CH:18]=3)=[CH:7][CH:8]=[N:9]2)=[CH:4][CH:3]=1.CS(O[CH2:41][CH2:42][CH2:43][N:44]1[CH2:50][CH:49]([OH:51])[C:46]2([CH2:48][CH2:47]2)[CH2:45]1)(=O)=O.C([O-])([O-])=O.[Cs+].[Cs+]. (2) Given the product [O:7]([CH2:12][C:13]1[N:17]2[CH:18]=[CH:19][CH:20]=[CH:21][C:16]2=[N:15][C:14]=1[C:22]([O:24][CH2:25][CH3:26])=[O:23])[C:1]1[CH:6]=[CH:5][CH:4]=[CH:3][CH:2]=1, predict the reactants needed to synthesize it. The reactants are: [C:1]1([OH:7])[CH:6]=[CH:5][CH:4]=[CH:3][CH:2]=1.[H-].[Na+].Cl.Cl[CH2:12][C:13]1[N:17]2[CH:18]=[CH:19][CH:20]=[CH:21][C:16]2=[N:15][C:14]=1[C:22]([O:24][CH2:25][CH3:26])=[O:23].C(N(CC)CC)C.